Task: Predict the reactants needed to synthesize the given product.. Dataset: Full USPTO retrosynthesis dataset with 1.9M reactions from patents (1976-2016) (1) Given the product [NH:23]1[C:24]2[C:20](=[CH:19][CH:18]=[CH:17][C:16]=2[NH:2][S:1]([C:5]2[CH:6]=[CH:7][C:8]([SH:11]=[O:13])=[CH:9][CH:10]=2)(=[O:3])=[O:4])[CH:21]=[CH:22]1, predict the reactants needed to synthesize it. The reactants are: [S:1]([C:5]1[CH:10]=[CH:9][C:8]([S:11](Cl)(=[O:13])=O)=[CH:7][CH:6]=1)(=[O:4])(=[O:3])[NH2:2].N[C:16]1[CH:17]=[CH:18][CH:19]=[C:20]2[C:24]=1[NH:23][CH:22]=[CH:21]2. (2) Given the product [CH2:15]1[C:16]2[CH:21]=[CH:20][CH:19]=[CH:18][C:17]=2[CH2:11][CH2:12][N:13]([CH:5]=[O:7])[CH2:14]1, predict the reactants needed to synthesize it. The reactants are: C(O[C:5](=[O:7])C)(=O)C.C(O)=O.[CH2:11]1[C:17]2[CH:18]=[CH:19][CH:20]=[CH:21][C:16]=2[CH2:15][CH2:14][NH:13][CH2:12]1.